From a dataset of Catalyst prediction with 721,799 reactions and 888 catalyst types from USPTO. Predict which catalyst facilitates the given reaction. (1) Reactant: C(OC([N:8]1[CH2:13][CH2:12][CH:11]([CH2:14][CH2:15][O:16][C:17]2[CH:22]=[CH:21][CH:20]=[CH:19][CH:18]=2)[CH2:10][CH2:9]1)=O)(C)(C)C.Cl.CCOCC. Product: [O:16]([CH2:15][CH2:14][CH:11]1[CH2:10][CH2:9][NH:8][CH2:13][CH2:12]1)[C:17]1[CH:22]=[CH:21][CH:20]=[CH:19][CH:18]=1. The catalyst class is: 5. (2) Reactant: [CH3:1][O:2][C:3](=[O:26])[CH2:4][C:5]1[CH:10]=[CH:9][CH:8]=[C:7]([O:11][C:12]2[CH:17]=[CH:16][C:15](Br)=[CH:14][C:13]=2[CH2:19][N:20]2[CH2:24][CH2:23][O:22][C:21]2=[O:25])[CH:6]=1.[C:27]1(B(O)O)[CH:32]=[CH:31][CH:30]=[CH:29][CH:28]=1.C(=O)([O-])[O-].[K+].[K+].[NH4+].[Cl-]. Product: [CH3:1][O:2][C:3](=[O:26])[CH2:4][C:5]1[CH:10]=[CH:9][CH:8]=[C:7]([O:11][C:12]2[CH:17]=[CH:16][C:15]([C:27]3[CH:32]=[CH:31][CH:30]=[CH:29][CH:28]=3)=[CH:14][C:13]=2[CH2:19][N:20]2[CH2:24][CH2:23][O:22][C:21]2=[O:25])[CH:6]=1. The catalyst class is: 108. (3) Reactant: [NH2:1][C:2]1[CH:7]=[CH:6][N:5]=[C:4]([Cl:8])[CH:3]=1.[C:9]([O:13][C:14](O[C:14]([O:13][C:9]([CH3:12])([CH3:11])[CH3:10])=[O:15])=[O:15])([CH3:12])([CH3:11])[CH3:10]. Product: [Cl:8][C:4]1[CH:3]=[C:2]([NH:1][C:14](=[O:15])[O:13][C:9]([CH3:12])([CH3:11])[CH3:10])[CH:7]=[CH:6][N:5]=1. The catalyst class is: 594. (4) Product: [C:8]([C:6]1[CH:7]=[C:2]([Cl:1])[CH:3]=[CH:4][C:5]=1[O:11][CH2:24][C:23]([O:22][C:18]([CH3:21])([CH3:20])[CH3:19])=[O:26])(=[O:10])[CH3:9]. Reactant: [Cl:1][C:2]1[CH:3]=[CH:4][C:5]([OH:11])=[C:6]([C:8](=[O:10])[CH3:9])[CH:7]=1.C(=O)([O-])[O-].[K+].[K+].[C:18]([O:22][C:23](=[O:26])[CH2:24]Br)([CH3:21])([CH3:20])[CH3:19].C(OCC)C. The catalyst class is: 18. (5) Reactant: [CH2:1]([C:3]1[CH:11]=[CH:10][C:9]2[NH:12][CH2:13][C:14](=[O:16])[CH2:15][N:7]3[C:8]=2[C:4]=1[CH:5]=[C:6]3[C:17]([O:19]C)=[O:18])[CH3:2].[OH-].[Na+]. Product: [CH2:1]([C:3]1[CH:11]=[CH:10][C:9]2[NH:12][CH2:13][C:14](=[O:16])[CH2:15][N:7]3[C:8]=2[C:4]=1[CH:5]=[C:6]3[C:17]([OH:19])=[O:18])[CH3:2]. The catalyst class is: 14.